This data is from Peptide-MHC class I binding affinity with 185,985 pairs from IEDB/IMGT. The task is: Regression. Given a peptide amino acid sequence and an MHC pseudo amino acid sequence, predict their binding affinity value. This is MHC class I binding data. (1) The binding affinity (normalized) is 0.105. The MHC is HLA-A26:01 with pseudo-sequence HLA-A26:01. The peptide sequence is DTSNTGRAEL. (2) The peptide sequence is PARFYPKV. The MHC is H-2-Kb with pseudo-sequence H-2-Kb. The binding affinity (normalized) is 0.362.